This data is from Forward reaction prediction with 1.9M reactions from USPTO patents (1976-2016). The task is: Predict the product of the given reaction. (1) The product is: [C:1]([N:4]([CH3:32])[CH2:5][CH2:6][N:7]1[C:16]2[C:11](=[N:12][CH:13]=[C:14]([CH2:17][C:18]3[CH:23]=[CH:22][C:21]([F:24])=[CH:20][CH:19]=3)[CH:15]=2)[C:10]([OH:25])=[C:9]([C:26]([NH:33][CH:34]([CH3:37])[CH2:35][OH:36])=[O:27])[C:8]1=[O:31])(=[O:3])[CH3:2]. Given the reactants [C:1]([N:4]([CH3:32])[CH2:5][CH2:6][N:7]1[C:16]2[C:11](=[N:12][CH:13]=[C:14]([CH2:17][C:18]3[CH:23]=[CH:22][C:21]([F:24])=[CH:20][CH:19]=3)[CH:15]=2)[C:10]([OH:25])=[C:9]([C:26](OCC)=[O:27])[C:8]1=[O:31])(=[O:3])[CH3:2].[NH2:33][CH:34]([CH3:37])[CH2:35][OH:36], predict the reaction product. (2) The product is: [C:1]([C:5]1[N:6]=[CH:7][C:8]([C:11]([NH:13][C:14]2[CH:15]=[C:16]([C:21]3[CH:22]=[C:23]([NH:28][CH:29]4[CH2:34][CH2:33][CH2:32][NH:31][CH2:30]4)[C:24](=[O:27])[NH:25][N:26]=3)[CH:17]=[CH:18][C:19]=2[F:20])=[O:12])=[N:9][CH:10]=1)([CH3:4])([CH3:2])[CH3:3]. Given the reactants [C:1]([C:5]1[N:6]=[CH:7][C:8]([C:11]([NH:13][C:14]2[CH:15]=[C:16]([C:21]3[CH:22]=[C:23]([NH:28][CH:29]4[CH2:34][CH2:33][CH2:32][N:31](C(OC(C)(C)C)=O)[CH2:30]4)[C:24](=[O:27])[NH:25][N:26]=3)[CH:17]=[CH:18][C:19]=2[F:20])=[O:12])=[N:9][CH:10]=1)([CH3:4])([CH3:3])[CH3:2].Cl, predict the reaction product. (3) Given the reactants C(N(C(C)C)CC)(C)C.[C:10](N1C=CN=C1)(N1C=CN=C1)=[O:11].[CH2:22]([NH:24][C:25]([NH:27][C:28]1[N:33]=[CH:32][C:31]([C:34]2[CH:35]=[N:36][CH:37]=[C:38]([C:40]([NH:42][NH2:43])=[O:41])[CH:39]=2)=[C:30]([C:44]2[S:45][CH:46]=[C:47]([C:49]([F:52])([F:51])[F:50])[N:48]=2)[CH:29]=1)=[O:26])[CH3:23], predict the reaction product. The product is: [CH2:22]([NH:24][C:25]([NH:27][C:28]1[N:33]=[CH:32][C:31]([C:34]2[CH:35]=[N:36][CH:37]=[C:38]([C:40]3[O:41][C:10](=[O:11])[NH:43][N:42]=3)[CH:39]=2)=[C:30]([C:44]2[S:45][CH:46]=[C:47]([C:49]([F:52])([F:51])[F:50])[N:48]=2)[CH:29]=1)=[O:26])[CH3:23]. (4) Given the reactants CN(C)/[CH:3]=[C:4](/[C:10](=O)[CH:11]([N:13]([CH3:15])[CH3:14])[CH3:12])\[C:5]([O:7][CH2:8][CH3:9])=[O:6].[N+]([O-])(O)=O.[Cl:22][C:23]1[CH:24]=[C:25]([NH:29][C:30]([NH2:32])=[NH:31])[CH:26]=[CH:27][CH:28]=1.[O-]CC.[Na+], predict the reaction product. The product is: [Cl:22][C:23]1[CH:24]=[C:25]([NH:29][C:30]2[N:32]=[C:10]([CH:11]([N:13]([CH3:15])[CH3:14])[CH3:12])[C:4]([C:5]([O:7][CH2:8][CH3:9])=[O:6])=[CH:3][N:31]=2)[CH:26]=[CH:27][CH:28]=1. (5) Given the reactants Br[C:2]1[CH:7]=[CH:6][C:5]([O:8][CH3:9])=[CH:4][C:3]=1[O:10][CH3:11].C([Li])CCC.[B:17](OC(C)C)([O:22]C(C)C)[O:18]C(C)C.Cl, predict the reaction product. The product is: [CH3:11][O:10][C:3]1[CH:4]=[C:5]([O:8][CH3:9])[CH:6]=[CH:7][C:2]=1[B:17]([OH:22])[OH:18].